This data is from Forward reaction prediction with 1.9M reactions from USPTO patents (1976-2016). The task is: Predict the product of the given reaction. (1) Given the reactants Br[C:2]1[N:7]=[C:6]([CH:8]=[O:9])[CH:5]=[CH:4][CH:3]=1.[C:10]([C:12]1[CH:13]=[C:14](B(O)O)[CH:15]=[CH:16][C:17]=1[F:18])#[N:11].C(=O)([O-])[O-].[Cs+].[Cs+], predict the reaction product. The product is: [F:18][C:17]1[CH:16]=[CH:15][C:14]([C:2]2[CH:3]=[CH:4][CH:5]=[C:6]([CH:8]=[O:9])[N:7]=2)=[CH:13][C:12]=1[C:10]#[N:11]. (2) Given the reactants [CH3:1][C:2]1[O:6][N:5]=[C:4]([CH:7]([CH3:13])[C:8]([O:10][CH2:11][CH3:12])=[O:9])[N:3]=1.[Br:14]N1C(=O)CCC1=O.CC(N=NC(C#N)(C)C)(C#N)C, predict the reaction product. The product is: [Br:14][C:7]([C:4]1[N:3]=[C:2]([CH3:1])[O:6][N:5]=1)([CH3:13])[C:8]([O:10][CH2:11][CH3:12])=[O:9]. (3) Given the reactants [CH2:1]([O:3][C:4](=[O:16])[CH2:5][N:6]1[C:14]2[C:9](=[CH:10][CH:11]=[C:12]([OH:15])[CH:13]=2)[CH:8]=[CH:7]1)[CH3:2].[F:17][C:18]([F:33])([F:32])[O:19][C:20]1[CH:25]=[CH:24][C:23]([C:26]#[C:27][CH2:28][CH2:29][CH2:30]O)=[CH:22][CH:21]=1.C(P(CCCC)CCCC)CCC.CN(C)C(N=NC(N(C)C)=O)=O, predict the reaction product. The product is: [CH2:1]([O:3][C:4](=[O:16])[CH2:5][N:6]1[C:14]2[C:9](=[CH:10][CH:11]=[C:12]([O:15][CH2:30][CH2:29][CH2:28][C:27]#[C:26][C:23]3[CH:24]=[CH:25][C:20]([O:19][C:18]([F:17])([F:32])[F:33])=[CH:21][CH:22]=3)[CH:13]=2)[CH:8]=[CH:7]1)[CH3:2]. (4) Given the reactants [O:1]1[CH2:5][CH2:4][O:3][C:2]21[C@H:10]1[CH2:11][CH2:12][C@@H:6]2[CH2:7][C:8](=[O:13])[CH2:9]1.[CH3:14][Mg]Br, predict the reaction product. The product is: [CH3:14][C:8]1([OH:13])[CH2:9][C@H:10]2[C:2]3([O:3][CH2:4][CH2:5][O:1]3)[C@H:6]([CH2:12][CH2:11]2)[CH2:7]1. (5) The product is: [Cl:13][C:14]1[CH:22]=[CH:21][C:20]([F:23])=[CH:19][C:15]=1[C:16]([NH:12][CH2:11][C:1]12[CH2:8][CH:7]3[CH2:6][CH:5]([CH2:4][CH:3]([CH2:9]3)[CH2:2]1)[CH2:10]2)=[O:17]. Given the reactants [C:1]12([CH2:11][NH2:12])[CH2:10][CH:5]3[CH2:6][CH:7]([CH2:9][CH:3]([CH2:4]3)[CH2:2]1)[CH2:8]2.[Cl:13][C:14]1[CH:22]=[CH:21][C:20]([F:23])=[CH:19][C:15]=1[C:16](O)=[O:17], predict the reaction product.